Predict the reaction yield, written as a fraction of the theoretical maximum amount of product (1.0 means a 100% yield; for example, 0.34 means a 34% yield). From a dataset of Reaction yield outcomes from USPTO patents with 853,638 reactions. (1) The yield is 0.500. The reactants are [Cl:1][C:2]1[CH:7]=[CH:6][CH:5]=[CH:4][C:3]=1[C:8]1[N:9]([C:16]2[CH:21]=[CH:20][C:19]([Cl:22])=[CH:18][CH:17]=2)[CH:10]=[C:11]([C:13]([OH:15])=[O:14])[N:12]=1.[Br:23]N1C(=O)CCC1=O. The catalyst is CN(C)C=O. The product is [Br:23][C:10]1[N:9]([C:16]2[CH:17]=[CH:18][C:19]([Cl:22])=[CH:20][CH:21]=2)[C:8]([C:3]2[CH:4]=[CH:5][CH:6]=[CH:7][C:2]=2[Cl:1])=[N:12][C:11]=1[C:13]([OH:15])=[O:14]. (2) The reactants are C[O:2][CH:3](OC)[C:4]1[CH:27]=[CH:26][C:7]([O:8][C:9]2[N:13]([CH2:14][CH3:15])[N:12]=[C:11]([C:16]3[CH:17]=[C:18]([C:22]([NH2:25])([CH3:24])[CH3:23])[CH:19]=[CH:20][CH:21]=3)[CH:10]=2)=[CH:6][CH:5]=1.[F:30][C:31]([F:38])([F:37])[CH2:32][S:33](Cl)(=[O:35])=[O:34].C(N(CC)CC)C.C(O)(C(F)(F)F)=O. The catalyst is C(Cl)Cl.O. The product is [CH2:14]([N:13]1[C:9]([O:8][C:7]2[CH:26]=[CH:27][C:4]([CH:3]=[O:2])=[CH:5][CH:6]=2)=[CH:10][C:11]([C:16]2[CH:17]=[C:18]([C:22]([NH:25][S:33]([CH2:32][C:31]([F:38])([F:37])[F:30])(=[O:35])=[O:34])([CH3:24])[CH3:23])[CH:19]=[CH:20][CH:21]=2)=[N:12]1)[CH3:15]. The yield is 0.980. (3) The reactants are CO[C:3]([C:5]1[CH:9]=[C:8]([O:10][CH2:11][C:12]2[C:13]([C:18]3[CH:23]=[CH:22][CH:21]=[CH:20][N:19]=3)=[N:14][O:15][C:16]=2[CH3:17])[N:7]([CH3:24])[N:6]=1)=[O:4].[NH2:25][C@H:26]([CH2:28][OH:29])[CH3:27].N12CCCNC1=NCCC2. The catalyst is C1(C)C=CC=CC=1. The product is [OH:29][CH2:28][C@@H:26]([NH:25][C:3]([C:5]1[CH:9]=[C:8]([O:10][CH2:11][C:12]2[C:13]([C:18]3[CH:23]=[CH:22][CH:21]=[CH:20][N:19]=3)=[N:14][O:15][C:16]=2[CH3:17])[N:7]([CH3:24])[N:6]=1)=[O:4])[CH3:27]. The yield is 0.960. (4) The reactants are [C:1]([O:5][C:6]([N:8]1[CH2:12][CH2:11][CH2:10][C@H:9]1[CH2:13][O:14][C:15]1[CH:24]=[CH:23][C:18]([C:19]([O:21][CH3:22])=[O:20])=[CH:17][CH:16]=1)=[O:7])([CH3:4])([CH3:3])[CH3:2]. The catalyst is CCO.[Rh]. The product is [C:1]([O:5][C:6]([N:8]1[CH2:12][CH2:11][CH2:10][C@H:9]1[CH2:13][O:14][C@@H:15]1[CH2:24][CH2:23][C@H:18]([C:19]([O:21][CH3:22])=[O:20])[CH2:17][CH2:16]1)=[O:7])([CH3:4])([CH3:3])[CH3:2]. The yield is 0.890. (5) The reactants are [CH3:1][O:2][C:3](=[O:40])[CH2:4][O:5][C:6]1[CH:11]=[CH:10][C:9]([F:12])=[C:8]([CH2:13][C:14]2[C:22]3[C:17](=[N:18][CH:19]=[C:20]([C:23]4[CH:24]=[N:25][CH:26]=[CH:27][CH:28]=4)[CH:21]=3)[N:16]([Si](C(C)C)(C(C)C)C(C)C)[CH:15]=2)[C:7]=1[F:39].[F-].C([N+](CCCC)(CCCC)CCCC)CCC. The catalyst is O1CCCC1. The product is [CH3:1][O:2][C:3](=[O:40])[CH2:4][O:5][C:6]1[CH:11]=[CH:10][C:9]([F:12])=[C:8]([CH2:13][C:14]2[C:22]3[C:17](=[N:18][CH:19]=[C:20]([C:23]4[CH:24]=[N:25][CH:26]=[CH:27][CH:28]=4)[CH:21]=3)[NH:16][CH:15]=2)[C:7]=1[F:39]. The yield is 0.690. (6) The product is [C:26]1([NH:32][C:33]([N:11]2[CH2:12][CH:9]([O:8][C:5]3[CH:6]=[CH:7][C:2]([C:13]4[CH:18]=[CH:17][CH:16]=[CH:15][CH:14]=4)=[CH:3][CH:4]=3)[CH2:10]2)=[O:34])[CH:31]=[CH:30][CH:29]=[CH:28][CH:27]=1. The reactants are Cl.[C:2]1([C:13]2[CH:18]=[CH:17][CH:16]=[CH:15][CH:14]=2)[CH:7]=[CH:6][C:5]([O:8][CH:9]2[CH2:12][NH:11][CH2:10]2)=[CH:4][CH:3]=1.C(N(CC)CC)C.[C:26]1([N:32]=[C:33]=[O:34])[CH:31]=[CH:30][CH:29]=[CH:28][CH:27]=1. The yield is 1.00. The catalyst is ClCCl. (7) The reactants are [CH:1]([Si:4]([CH:35]([CH3:37])[CH3:36])([CH:32]([CH3:34])[CH3:33])[O:5][C@H:6]1[CH2:10][CH2:9][N:8]([C:11]2[N:15]3[CH:16]=[C:17]([O:20][C@H:21]4[C:30]5[C:25](=[CH:26][CH:27]=[CH:28][CH:29]=5)[C@@H:24]([NH2:31])[CH2:23][CH2:22]4)[CH:18]=[CH:19][C:14]3=[N:13][N:12]=2)[CH2:7]1)([CH3:3])[CH3:2].ClC(Cl)(Cl)C[O:41][C:42](=O)[NH:43][C:44]1[N:45]([C:53]2[CH:58]=[CH:57][C:56]([CH3:59])=[CH:55][CH:54]=2)[N:46]=[C:47]([C:49]([CH3:52])([CH3:51])[CH3:50])[CH:48]=1.CCN(C(C)C)C(C)C.N. The catalyst is CN(C=O)C.CO.C(Cl)Cl. The product is [C:49]([C:47]1[CH:48]=[C:44]([NH:43][C:42]([NH:31][C@@H:24]2[C:25]3[C:30](=[CH:29][CH:28]=[CH:27][CH:26]=3)[C@H:21]([O:20][C:17]3[CH:18]=[CH:19][C:14]4[N:15]([C:11]([N:8]5[CH2:9][CH2:10][C@H:6]([O:5][Si:4]([CH:1]([CH3:3])[CH3:2])([CH:32]([CH3:34])[CH3:33])[CH:35]([CH3:37])[CH3:36])[CH2:7]5)=[N:12][N:13]=4)[CH:16]=3)[CH2:22][CH2:23]2)=[O:41])[N:45]([C:53]2[CH:58]=[CH:57][C:56]([CH3:59])=[CH:55][CH:54]=2)[N:46]=1)([CH3:52])([CH3:50])[CH3:51]. The yield is 0.230. (8) The reactants are [CH2:1]([O:5][C:6]1[CH:7]=[C:8]([CH:12](C(OC(C)(C)C)=O)[CH2:13][NH:14][CH2:15][C:16]([N:18]([CH3:20])[CH3:19])=[O:17])[CH:9]=[CH:10][CH:11]=1)[CH2:2][CH2:3][CH3:4].[ClH:28].CCOCC. No catalyst specified. The product is [ClH:28].[CH2:1]([O:5][C:6]1[CH:7]=[C:8]([CH2:12][CH2:13][NH:14][CH2:15][C:16]([N:18]([CH3:20])[CH3:19])=[O:17])[CH:9]=[CH:10][CH:11]=1)[CH2:2][CH2:3][CH3:4]. The yield is 0.950.